Dataset: Serine/threonine kinase 33 screen with 319,792 compounds. Task: Binary Classification. Given a drug SMILES string, predict its activity (active/inactive) in a high-throughput screening assay against a specified biological target. (1) The molecule is s1c(NC(=O)CN2C(=O)C(NC2=O)(CC)c2ccc(F)cc2)c(cc1c1ccccc1)C(OCC)=O. The result is 0 (inactive). (2) The molecule is O=C(N1CC(CCC1)CNC(=O)c1ccc(cc1)c1ccccc1)c1noc(c1)CC. The result is 0 (inactive).